Dataset: Forward reaction prediction with 1.9M reactions from USPTO patents (1976-2016). Task: Predict the product of the given reaction. (1) Given the reactants [OH-:1].[Na+].[C:3]([O-])([O-])=[O:4].[K+].[K+].[CH2:9](Br)[CH:10]=[CH2:11].[CH3:26][CH2:27][CH2:28][CH2:29][N+]([CH2:26][CH2:27][CH2:28][CH3:29])([CH2:26][CH2:27][CH2:28][CH3:29])[CH2:26][CH2:27][CH2:28][CH3:29].[F-].[CH2:31]1[CH2:35][O:34]C[CH2:32]1, predict the reaction product. The product is: [CH2:9]([O:1][C:35](=[O:34])[CH2:31][CH2:32]/[C:28](/[CH3:29])=[CH:27]/[CH2:26][CH2:3][OH:4])[CH:10]=[CH2:11]. (2) Given the reactants C[O:2][C:3]([C:5]1[C:6](Cl)=[N:7][C:8]2[C:13]([C:14]=1[C:15]1[CH:20]=[CH:19][CH:18]=[CH:17][CH:16]=1)=[CH:12][C:11]([C:21]#[N:22])=[CH:10][C:9]=2[CH3:23])=[O:4].[NH:25]1[CH2:30][CH2:29][CH2:28][CH2:27][CH2:26]1, predict the reaction product. The product is: [C:21]([C:11]1[CH:12]=[C:13]2[C:8](=[C:9]([CH3:23])[CH:10]=1)[N:7]=[C:6]([N:25]1[CH2:30][CH2:29][CH2:28][CH2:27][CH2:26]1)[C:5]([C:3]([OH:2])=[O:4])=[C:14]2[C:15]1[CH:20]=[CH:19][CH:18]=[CH:17][CH:16]=1)#[N:22]. (3) Given the reactants OC1C=CC([CH:8]2[CH:13]([O:14][CH2:15][C:16]3[CH:17]=[CH:18][C:19]4[O:24][CH2:23][C:22](=[O:25])[N:21]([CH2:26][CH2:27][CH2:28][O:29][CH3:30])[C:20]=4[CH:31]=3)[CH2:12][CH2:11][CH2:10][N:9]2[C:32]([O:34][CH2:35][C:36]2[CH:41]=[CH:40][CH:39]=[CH:38][CH:37]=2)=[O:33])=CC=1.C1(C)C=CC(S([O:51][CH2:52][CH2:53][O:54][C:55]2[CH:60]=[CH:59][CH:58]=[C:57]([O:61][CH3:62])[CH:56]=2)(=O)=O)=CC=1, predict the reaction product. The product is: [CH3:62][O:61][C:57]1[CH:56]=[C:55]([CH:60]=[CH:59][CH:58]=1)[O:54][CH2:53][CH2:52][O:51][C:16]1[CH:17]=[CH:18][C:19]([CH:12]2[CH2:11][CH2:10][N:9]([C:32]([O:34][CH2:35][C:36]3[CH:41]=[CH:40][CH:39]=[CH:38][CH:37]=3)=[O:33])[CH2:8][CH:13]2[O:14][CH2:15][C:16]2[CH:17]=[CH:18][C:19]3[O:24][CH2:23][C:22](=[O:25])[N:21]([CH2:26][CH2:27][CH2:28][O:29][CH3:30])[C:20]=3[CH:31]=2)=[CH:20][CH:31]=1. (4) The product is: [NH2:1][C:2]1[C:9]([Cl:10])=[C:8]([N:11]2[CH2:16][CH2:15][N:14]([C:18]([O:20][C:21]([CH3:24])([CH3:23])[CH3:22])=[O:17])[CH2:13][CH2:12]2)[CH:7]=[C:4]([C:5]#[N:6])[CH:3]=1. Given the reactants [NH2:1][C:2]1[CH:3]=[C:4]([CH:7]=[C:8]([N:11]2[CH2:16][CH2:15][NH:14][CH2:13][CH2:12]2)[C:9]=1[Cl:10])[C:5]#[N:6].[O:17](C(OC(C)(C)C)=O)[C:18]([O:20][C:21]([CH3:24])([CH3:23])[CH3:22])=O.C(N(CC)CC)C, predict the reaction product. (5) Given the reactants [F:1][CH:2]([F:18])[CH2:3][NH:4][C:5]1[CH:6]=[N:7][CH:8]=[CH:9][C:10]=1[C:11]1[CH:16]=[CH:15][CH:14]=[CH:13][C:12]=1[F:17].[CH3:19][S:20]([C:23]1[CH:24]=[C:25]([CH:29]=[C:30]([C:32]([F:35])([F:34])[F:33])[CH:31]=1)[C:26](O)=[O:27])(=[O:22])=[O:21].F[B-](F)(F)F.BrC1C=CC=C[N+]=1CC.C(N(CC)C(C)C)(C)C, predict the reaction product. The product is: [F:18][CH:2]([F:1])[CH2:3][N:4]([C:5]1[CH:6]=[N:7][CH:8]=[CH:9][C:10]=1[C:11]1[CH:16]=[CH:15][CH:14]=[CH:13][C:12]=1[F:17])[C:26](=[O:27])[C:25]1[CH:29]=[C:30]([C:32]([F:35])([F:33])[F:34])[CH:31]=[C:23]([S:20]([CH3:19])(=[O:22])=[O:21])[CH:24]=1. (6) Given the reactants [CH3:1][C@H:2]1[CH2:7][N:6]([CH2:8][C:9]2[CH:14]=[CH:13][C:12]([N:15]3[CH2:20][CH2:19][O:18][CH2:17][CH2:16]3)=[CH:11][C:10]=2[C:21]([F:24])([F:23])[F:22])[CH2:5][CH2:4][N:3]1C(OC(C)(C)C)=O.FC(F)(F)C(O)=O, predict the reaction product. The product is: [CH3:1][C@@H:2]1[NH:3][CH2:4][CH2:5][N:6]([CH2:8][C:9]2[CH:14]=[CH:13][C:12]([N:15]3[CH2:20][CH2:19][O:18][CH2:17][CH2:16]3)=[CH:11][C:10]=2[C:21]([F:24])([F:22])[F:23])[CH2:7]1.